This data is from Full USPTO retrosynthesis dataset with 1.9M reactions from patents (1976-2016). The task is: Predict the reactants needed to synthesize the given product. Given the product [Br:14][C:15]1[CH:16]=[C:17]([CH:18]=[CH:19][CH:20]=1)[CH:21]=[C:5]1[C:4]2[C:3](=[C:2]([F:1])[CH:12]=[CH:11][C:10]=2[F:13])[C:8](=[O:9])[O:7]1, predict the reactants needed to synthesize it. The reactants are: [F:1][C:2]1[CH:12]=[CH:11][C:10]([F:13])=[C:4]2[C:5]([O:7][C:8](=[O:9])[C:3]=12)=O.[Br:14][C:15]1[CH:16]=[C:17]([CH2:21]C(O)=O)[CH:18]=[CH:19][CH:20]=1.C([O-])(=O)C.[Na+].